From a dataset of Full USPTO retrosynthesis dataset with 1.9M reactions from patents (1976-2016). Predict the reactants needed to synthesize the given product. (1) The reactants are: [CH2:1]([O:3][C:4]1[CH:9]=[CH:8][C:7]([S:10](Cl)(=[O:12])=[O:11])=[CH:6][C:5]=1[C:14]1[NH:19][C:18](=[O:20])[C:17]2=[C:21]([CH3:27])[N:22]=[C:23]([CH2:24][CH2:25][CH3:26])[N:16]2[N:15]=1)[CH3:2].[CH2:28]([N:30]1[CH2:35][CH2:34][NH:33][CH2:32][CH2:31]1)[CH3:29].ClC1C=C(C=CC=1)C(OO)=[O:41]. Given the product [CH2:1]([O:3][C:4]1[CH:9]=[CH:8][C:7]([S:10]([N:33]2[CH2:34][CH2:35][N:30]([CH2:28][CH3:29])([OH:41])[CH2:31][CH2:32]2)(=[O:12])=[O:11])=[CH:6][C:5]=1[C:14]1[NH:19][C:18](=[O:20])[C:17]2=[C:21]([CH3:27])[N:22]=[C:23]([CH2:24][CH2:25][CH3:26])[N:16]2[N:15]=1)[CH3:2], predict the reactants needed to synthesize it. (2) Given the product [Cl:20][C:17]1[CH:18]=[CH:19][C:14]([O:13][C:3]2[C:2]([C:35]3[C:30]([O:29][CH3:28])=[N:31][CH:32]=[CH:33][CH:34]=3)=[CH:11][C:6]([C:7]([O:9][CH3:10])=[O:8])=[C:5]([F:12])[CH:4]=2)=[CH:15][CH:16]=1, predict the reactants needed to synthesize it. The reactants are: Br[C:2]1[C:3]([O:13][C:14]2[CH:19]=[CH:18][C:17]([Cl:20])=[CH:16][CH:15]=2)=[CH:4][C:5]([F:12])=[C:6]([CH:11]=1)[C:7]([O:9][CH3:10])=[O:8].C(=O)([O-])[O-].[K+].[K+].O.[CH3:28][O:29][C:30]1[C:35](B(O)O)=[CH:34][CH:33]=[CH:32][N:31]=1. (3) The reactants are: C(N(CC)CC)C.[C:8]1([C:34]2[CH:39]=[CH:38][CH:37]=[CH:36][CH:35]=2)[CH:13]=[CH:12][C:11]([S:14]([N:17]2[CH2:21][CH2:20][S:19][CH:18]2[C:22]([NH:24][CH:25]([C:32]#[N:33])[C:26]2[CH:31]=[CH:30][CH:29]=[CH:28][CH:27]=2)=[O:23])(=[O:16])=[O:15])=[CH:10][CH:9]=1.Cl.[NH2:41][OH:42]. Given the product [NH2:33]/[C:32](=[N:41]\[OH:42])/[C@H:25]([NH:24][C:22]([CH:18]1[N:17]([S:14]([C:11]2[CH:12]=[CH:13][C:8]([C:34]3[CH:35]=[CH:36][CH:37]=[CH:38][CH:39]=3)=[CH:9][CH:10]=2)(=[O:15])=[O:16])[CH2:21][CH2:20][S:19]1)=[O:23])[C:26]1[CH:31]=[CH:30][CH:29]=[CH:28][CH:27]=1, predict the reactants needed to synthesize it. (4) Given the product [CH3:12][O:11][C:7]1[CH:6]=[C:5]([O:13][CH:21]([C:27]([CH3:29])=[O:28])[C:22]([O:24][CH2:25][CH3:26])=[O:23])[CH:4]=[C:3]([O:2][CH3:1])[C:8]=1[O:9][CH3:10], predict the reactants needed to synthesize it. The reactants are: [CH3:1][O:2][C:3]1[CH:4]=[C:5]([OH:13])[CH:6]=[C:7]([O:11][CH3:12])[C:8]=1[O:9][CH3:10].CC(C)([O-])C.[K+].Cl[CH:21]([C:27]([CH3:29])=[O:28])[C:22]([O:24][CH2:25][CH3:26])=[O:23].O. (5) Given the product [CH2:11]([O:10][C:7]1[CH:6]=[C:3]([CH:4]=[O:5])[C:2]([C:54]2[CH:53]=[CH:52][C:51]([F:50])=[C:56]([F:57])[C:55]=2[F:58])=[CH:9][CH:8]=1)[CH3:12], predict the reactants needed to synthesize it. The reactants are: Br[C:2]1[CH:9]=[CH:8][C:7]([O:10][CH2:11][CH3:12])=[CH:6][C:3]=1[CH:4]=[O:5].C1(P(C2CCCCC2)C2C=CC=CC=2C2C(OC)=CC=CC=2OC)CCCCC1.[O-]P([O-])([O-])=O.[K+].[K+].[K+].[F:50][C:51]1[C:56]([F:57])=[C:55]([F:58])[CH:54]=[CH:53][C:52]=1B(O)O. (6) The reactants are: [F:1][C:2]([F:50])([F:49])[C:3]1[CH:4]=[C:5]([CH:42]=[C:43]([C:45]([F:48])([F:47])[F:46])[CH:44]=1)[CH2:6][N:7]([CH2:23][C:24]1[CH:29]=[C:28]([C:30]([F:33])([F:32])[F:31])[CH:27]=[CH:26][C:25]=1[N:34]([CH2:40][CH3:41])[C:35]([NH:37][CH2:38][CH3:39])=[O:36])[C:8]1[N:13]=[CH:12][C:11]([O:14][CH2:15][CH2:16][CH2:17][C:18]([O:20]CC)=[O:19])=[CH:10][N:9]=1.[OH-].[Na+].C(OCC)(=O)C. Given the product [F:50][C:2]([F:1])([F:49])[C:3]1[CH:4]=[C:5]([CH:42]=[C:43]([C:45]([F:46])([F:47])[F:48])[CH:44]=1)[CH2:6][N:7]([CH2:23][C:24]1[CH:29]=[C:28]([C:30]([F:33])([F:32])[F:31])[CH:27]=[CH:26][C:25]=1[N:34]([CH2:40][CH3:41])[C:35]([NH:37][CH2:38][CH3:39])=[O:36])[C:8]1[N:9]=[CH:10][C:11]([O:14][CH2:15][CH2:16][CH2:17][C:18]([OH:20])=[O:19])=[CH:12][N:13]=1, predict the reactants needed to synthesize it.